From a dataset of Peptide-MHC class II binding affinity with 134,281 pairs from IEDB. Regression. Given a peptide amino acid sequence and an MHC pseudo amino acid sequence, predict their binding affinity value. This is MHC class II binding data. The peptide sequence is SNNGIKQQGIRYANP. The MHC is HLA-DQA10201-DQB10202 with pseudo-sequence HLA-DQA10201-DQB10202. The binding affinity (normalized) is 0.162.